Dataset: Forward reaction prediction with 1.9M reactions from USPTO patents (1976-2016). Task: Predict the product of the given reaction. (1) Given the reactants [CH3:1][C:2]1[CH:7]=[C:6]([CH3:8])[CH:5]=[CH:4][C:3]=1[NH:9][C:10]([C:12]1[N:13]=[C:14]([C:22]2[CH:27]=[CH:26][C:25]([S:28][C:29]([CH3:34])([CH3:33])[C:30]([OH:32])=[O:31])=[CH:24][CH:23]=2)[N:15]([CH2:17][CH2:18][CH2:19][CH2:20][CH3:21])[CH:16]=1)=[O:11].[OH-].[Na+:36], predict the reaction product. The product is: [CH3:1][C:2]1[CH:7]=[C:6]([CH3:8])[CH:5]=[CH:4][C:3]=1[NH:9][C:10]([C:12]1[N:13]=[C:14]([C:22]2[CH:23]=[CH:24][C:25]([S:28][C:29]([CH3:33])([CH3:34])[C:30]([O-:32])=[O:31])=[CH:26][CH:27]=2)[N:15]([CH2:17][CH2:18][CH2:19][CH2:20][CH3:21])[CH:16]=1)=[O:11].[Na+:36]. (2) Given the reactants [Cl:1][C:2]1[CH:3]=[C:4]([CH:26]=[CH:27][C:28]=1[Cl:29])[C:5]([NH:7][C:8]1[CH:13]=[CH:12][C:11]([O:14][C:15]2[CH:20]=[CH:19][C:18]([CH2:21][CH2:22][CH2:23]O)=[CH:17][CH:16]=2)=[C:10]([F:25])[CH:9]=1)=[O:6].C(Br)(Br)(Br)[Br:31].C1(P(C2C=CC=CC=2)C2C=CC=CC=2)C=CC=CC=1, predict the reaction product. The product is: [Br:31][CH2:23][CH2:22][CH2:21][C:18]1[CH:19]=[CH:20][C:15]([O:14][C:11]2[CH:12]=[CH:13][C:8]([NH:7][C:5](=[O:6])[C:4]3[CH:26]=[CH:27][C:28]([Cl:29])=[C:2]([Cl:1])[CH:3]=3)=[CH:9][C:10]=2[F:25])=[CH:16][CH:17]=1. (3) Given the reactants [Cl:1][C:2]1[CH:3]=[C:4]2[C:9](=[CH:10][CH:11]=1)[C@@:8]1([CH2:17][O:16][C:15]3[CH:18]=[CH:19][C:20]([C:22]([O:24][CH3:25])=[O:23])=[CH:21][C:14]=3[N:13]([CH2:26][C@@H:27]3[CH2:30][CH2:29][C@H:28]3[CH:31]=[O:32])[CH2:12]1)[CH2:7][CH2:6][CH2:5]2.C[N+]1([O-])[CH2:39][CH2:38]OCC1.[CH3:41]O, predict the reaction product. The product is: [Cl:1][C:2]1[CH:3]=[C:4]2[C:9](=[CH:10][CH:11]=1)[C@@:8]1([CH2:17][O:16][C:15]3[CH:18]=[CH:19][C:20]([C:22]([O:24][CH3:25])=[O:23])=[CH:21][C:14]=3[N:13]([CH2:26][C@@H:27]3[CH2:30][CH2:29][C@H:28]3[C@@H:31]([OH:32])[CH2:41][CH:38]=[CH2:39])[CH2:12]1)[CH2:7][CH2:6][CH2:5]2. (4) Given the reactants C1(C)C=CC(S(O)(=O)=O)=CC=1.BrCCCl.[Cl:16][C:17]1C=CC=C[C:18]=1[N:23]1[CH2:28][CH2:27][NH:26][CH2:25][CH2:24]1.C(Cl)(Cl)Cl.CO, predict the reaction product. The product is: [Cl:16][CH2:17][CH2:18][N:23]1[CH2:28][CH2:27][NH:26][CH2:25][CH2:24]1. (5) Given the reactants [N+:1]([C:4]1[CH:5]=[C:6]([CH:10]=[CH:11][CH:12]=1)[C:7]([OH:9])=O)([O-:3])=[O:2].[NH2:13][C:14]1[NH:15][C:16]2[CH:22]=[CH:21][CH:20]=[CH:19][C:17]=2[N:18]=1.F[P-](F)(F)(F)(F)F.N1(OC(N(C)C)=[N+](C)C)C2C=CC=CC=2N=N1.O.ON1C2C=CC=CC=2N=N1.CN1CCOCC1, predict the reaction product. The product is: [N+:1]([C:4]1[CH:5]=[C:6]([CH:10]=[CH:11][CH:12]=1)[C:7]([NH:13][C:14]1[NH:18][C:17]2[CH:19]=[CH:20][CH:21]=[CH:22][C:16]=2[N:15]=1)=[O:9])([O-:3])=[O:2]. (6) Given the reactants [NH2:1][C@H:2]([C:7]([O-:9])=[O:8])[CH2:3][C:4]([OH:6])=[O:5].[Na+:10].C1(=O)[NH:15]C(=O)CC1, predict the reaction product. The product is: [NH2:1][C@H:2]([C:7]([O-:9])=[O:8])[CH2:3][C:4]([OH:6])=[O:5].[Na+:10].[NH2:1][C@H:2]([C:7]([O-:9])=[O:8])[CH2:3][C:4]([OH:6])=[O:5].[NH4+:15]. (7) Given the reactants C([O:4][C@H:5]1[CH2:22][CH2:21][C@@:20]2([CH3:23])[C@@H:7]([CH2:8][CH2:9][C@:10]3([CH3:46])[C@@H:19]2[CH2:18][CH2:17][C@H:16]2[C@@:11]3([CH3:45])[CH2:12][CH2:13][C@@:14]3([C:30](=[O:44])[NH:31][C@@H:32]4[CH2:35][C@H:34]([C:36]5[O:37][C:38]([CH3:41])=[N:39][N:40]=5)[C:33]4([CH3:43])[CH3:42])[CH2:26][CH2:25][C@@H:24]([C:27]([CH3:29])=[CH2:28])[C@@H:15]32)[C:6]1([CH3:48])[CH3:47])(=O)C.CO, predict the reaction product. The product is: [CH3:42][C:33]1([CH3:43])[C@@H:34]([C:36]2[O:37][C:38]([CH3:41])=[N:39][N:40]=2)[CH2:35][C@H:32]1[NH:31][C:30]([C@:14]12[CH2:26][CH2:25][C@@H:24]([C:27]([CH3:29])=[CH2:28])[C@@H:15]1[C@@H:16]1[C@@:11]([CH3:45])([CH2:12][CH2:13]2)[C@@:10]2([CH3:46])[C@@H:19]([C@:20]3([CH3:23])[C@@H:7]([CH2:8][CH2:9]2)[C:6]([CH3:47])([CH3:48])[C@@H:5]([OH:4])[CH2:22][CH2:21]3)[CH2:18][CH2:17]1)=[O:44]. (8) Given the reactants [NH2:1][CH2:2][CH2:3][CH2:4][NH2:5].C(N(CC)C(C)C)(C)C.C([O:17][C:18]([C:20]1[N:25]2[C:26]([C:29](=[O:34])C(Cl)(Cl)Cl)=[CH:27][N:28]=[C:24]2[CH:23]=[CH:22][CH:21]=1)=O)C.C1C=CC(N([S:42]([C:45]([F:48])([F:47])[F:46])(=[O:44])=[O:43])[S:42]([C:45]([F:48])([F:47])[F:46])(=[O:44])=[O:43])=CC=1, predict the reaction product. The product is: [F:46][C:45]([F:48])([F:47])[S:42]([NH:1][CH2:2][CH2:3][CH2:4][N:5]1[C:18](=[O:17])[C:20]2[N:25]3[C:26](=[CH:27][N:28]=[C:24]3[CH:23]=[CH:22][CH:21]=2)[C:29]1=[O:34])(=[O:44])=[O:43]. (9) Given the reactants [CH3:1][CH2:2][N:3]([CH2:6][CH2:7][NH:8][C:9]([C:11]1[C:15]([CH3:16])=[C:14](/[CH:17]=[C:18]2/[C:19]3[CH:24]=[C:23]([F:25])[CH:22]=[CH:21][C:20]=3[NH:26][C:27]/2=[O:28])[NH:13][C:12]=1[CH3:29])=[O:10])[CH2:4][CH3:5].C([O:33][CH:34]([CH3:36])C)(C)C, predict the reaction product. The product is: [CH3:1][CH2:2][N:3]([CH2:6][CH2:7][NH:8][C:9]([C:11]1[C:15]([CH3:16])=[C:14](/[CH:17]=[C:18]2/[C:19]3[CH:24]=[C:23]([F:25])[CH:22]=[CH:21][C:20]=3[NH:26][C:27]/2=[O:28])[NH:13][C:12]=1[CH3:29])=[O:10])[CH2:4][CH3:5].[C:34]([O-:10])(=[O:33])[CH3:36].